Dataset: Forward reaction prediction with 1.9M reactions from USPTO patents (1976-2016). Task: Predict the product of the given reaction. Given the reactants FC(F)(F)C(O)=O.ClCCl.COC1C=CC(C([O:32][CH2:33][C@H:34]2[S:38][C@@H:37]([N:39]3[CH:46]=[CH:45][C:43](=[O:44])[NH:42][C:40]3=[O:41])[CH2:36][C@@H:35]2[O:47][C:48](=[O:50])[CH3:49])(C2C=CC=CC=2)C2C=CC(OC)=CC=2)=CC=1, predict the reaction product. The product is: [C:48]([O:47][C@@H:35]1[C@@H:34]([CH2:33][OH:32])[S:38][C@@H:37]([N:39]2[CH:46]=[CH:45][C:43](=[O:44])[NH:42][C:40]2=[O:41])[CH2:36]1)(=[O:50])[CH3:49].